Dataset: Human Reference Interactome with 51,813 positive PPI pairs across 8,248 proteins, plus equal number of experimentally-validated negative pairs. Task: Binary Classification. Given two protein amino acid sequences, predict whether they physically interact or not. (1) Protein 1 (ENSG00000134709) has sequence MEETQPPPQPKLPLCDSLMIWLQTFNTASPCQDVKQLTSGVAMAQVLHQIDAAWFNESWLSRIKEDVGDNWRIKASNVKKVLQGIMSYYHEFLGQQISEALIPDLNQITECSDPVELGRLLQLILGCAINCEKKQEHIQNIMTLEESVQHVVMTAIQELMSKEILSSPPNDAVGELEQQLKRALEELQEALAEKEELRQRCEELDMQVTTLQDEKNSLVSENEMMNEKLDQLDGSFDDPNTVVAKKYFHAQLQLEQLQEENFRLEAAKDDYRVHCEELEKQLIEFQHRNDELTSLAEETR.... Protein 2 (ENSG00000135446) has sequence MATSRYEPVAEIGVGAYGTVYKARDPHSGHFVALKSVRVPNGGGGGGGLPISTVREVALLRRLEAFEHPNVVRLMDVCATSRTDREIKVTLVFEHVDQDLRTYLDKAPPPGLPAETIKDLMRQFLRGLDFLHANCIVHRDLKPENILVTSGGTVKLADFGLARIYSYQMALTPVVVTLWYRAPEVLLQSTYATPVDMWSVGCIFAEMFRRKPLFCGNSEADQLGKIFDLIGLPPEDDWPRDVSLPRGAFPPRGPRPVQSVVPEMEESGAQLLLEMLTFNPHKRISAFRALQHSYLHKDEG.... Result: 1 (the proteins interact). (2) Protein 1 (ENSG00000157224) has sequence MGCRDVHAATVLSFLCGIASVAGLFAGTLLPNWRKLRLITFNRNEKNLTVYTGLWVKCARYDGSSDCLMYDTTWYSSVDQLDLRVLQFALPLSMLIAMGALLLCLIGMCNTAFRSSVPNIKLAKCLVNSAGCHLVAGLLFFLAGTVSLSPSIWVIFYNIHLNKKFEPVFSFDYAVYVTIASAGGLFMTSLILFIWYCTCKSLPSPFWQPLYSHPPSMHTYSQPYSARSRLSAIEIDIPVVSHTT*MGCRDVHAATVLSFLCGIASVAGLFAGTLLPNWRKLRLITFNRNEKNLTVYTGLW.... Protein 2 (ENSG00000142484) has sequence MCTGKCARCVGLSLITLCLVCIVANALLLVPNGETSWTNTNHLSLQVWLMGGFIGGGLMVLCPGIAAVRAGGKGCCGAGCCGNRCRMLRSVFSSAFGVLGAIYCLSVSGAGLRNGPRCLMNGEWGYHFEDTAGAYLLNRTLWDRCEAPPRVVPWNVTLFSLLVAASCLEIVLCGIQLVNATIGVFCGDCRKKQDTPH*. Result: 0 (the proteins do not interact). (3) Protein 1 (ENSG00000166289) has sequence MVDHLANTEINSQRIAAVESCFGASGQPLALPGRVLLGEGVLTKECRKKAKPRIFFLFNDILVYGSIVLNKRKYRSQHIIPLEEVTLELLPETLQAKNRWMIKTAKKSFVVSAASATERQEWISHIEECVRRQLRATGRPPSTEHAAPWIPDKATDICMRCTQTRFSALTRRHHCRKCGFVVCAECSRQRFLLPRLSPKPVRVCSLCYRELAAQQRQEEAEEQGAGSPGQPAHLARPICGASSGDDDDSDEDKEGSRDGDWPSSVEFYASGVAWSAFHS*MVDHLANTEINSQRIAAVES.... Protein 2 (ENSG00000043039) has sequence MHCHAELRLSSPGQLKAARRRYKTFMIDEILSKETCDYFEKLSLYSVCPSLVVRPKPLHSCTGSPSLRAYPLLSVITRQPTVISHLVPATPGIAQALSCHQVTEAVSAEAPGGEALASSESETEQPTPRQKKPRRSRTIFTELQLMGLEKKFQKQKYLSTPDRLDLAQSLGLTQLQVKTWYQNRRMKWKKMVLKGGQEAPTKPKGRPKKNSIPTSEEIEAEEKMNSQAQGQEQLEPSQGQEELCEAQEPKARDVPLEMAEPPDPPQELPIPSSEPPPLS*. Result: 0 (the proteins do not interact). (4) Protein 1 (ENSG00000106052) has sequence MTSFQEVPLQTSNFAHVIFQNVAKSYLPNAHLECHYTLTPYIHPHPKDWVGIFKVGWSTARDYYTFLWSPMPEHYVEGSTVNCVLAFQGYYLPNDDGEFYQFCYVTHKGEIRGASTPFQFRASSPVEELLTMEDEGNSDMLVVTTKAGLLELKIEKTMKEKEELLKLIAVLEKETAQLREQVGRMERELNHEKERCDQLQAEQKGLTEVTQSLKMENEEFKKRFSDATSKAHQLEEDIVSVTHKAIEKETELDSLKDKLKKAQHEREQLECQLKTEKDEKELYKVHLKNTEIENTKLMSE.... Protein 2 (ENSG00000197471) has sequence MATLLLLLGVLVVSPDALGSTTAVQTPTSGEPLVSTSEPLSSKMYTTSITSDPKADSTGDQTSALPPSTSINEGSPLWTSIGASTGSPLPEPTTYQEVSIKMSSVPQETPHATSHPAVPITANSLGSHTVTGGTITTNSPETSSRTSGAPVTTAASSLETSRGTSGPPLTMATVSLETSKGTSGPPVTMATDSLETSTGTTGPPVTMTTGSLEPSSGASGPQVSSVKLSTMMSPTTSTNASTVPFRNPDENSRGMLPVAVLVALLAVIVLVALLLLWRRRQKRRTGALVLSRGGKRNGVV.... Result: 0 (the proteins do not interact).